From a dataset of Peptide-MHC class II binding affinity with 134,281 pairs from IEDB. Regression. Given a peptide amino acid sequence and an MHC pseudo amino acid sequence, predict their binding affinity value. This is MHC class II binding data. (1) The MHC is DRB1_1602 with pseudo-sequence DRB1_1602. The binding affinity (normalized) is 0.595. The peptide sequence is EKKYFAATIFEPLAA. (2) The MHC is DRB1_0101 with pseudo-sequence DRB1_0101. The peptide sequence is RDGQLTIKAERTEQK. The binding affinity (normalized) is 0.315.